The task is: Predict the reaction yield, written as a fraction of the theoretical maximum amount of product (1.0 means a 100% yield; for example, 0.34 means a 34% yield).. This data is from Reaction yield outcomes from USPTO patents with 853,638 reactions. The reactants are [NH:1]1[C:11]2[C:6](=[CH:7][CH:8]=[CH:9][CH:10]=2)[C:4](=[O:5])[C:2]1=[O:3].[H-].[Na+].[CH2:14](Br)[C:15]1[CH:20]=[CH:19][CH:18]=[CH:17][CH:16]=1.O. The catalyst is CN(C=O)C. The product is [CH2:14]([N:1]1[C:11]2[C:6](=[CH:7][CH:8]=[CH:9][CH:10]=2)[C:4](=[O:5])[C:2]1=[O:3])[C:15]1[CH:20]=[CH:19][CH:18]=[CH:17][CH:16]=1. The yield is 0.850.